This data is from Reaction yield outcomes from USPTO patents with 853,638 reactions. The task is: Predict the reaction yield, written as a fraction of the theoretical maximum amount of product (1.0 means a 100% yield; for example, 0.34 means a 34% yield). (1) The reactants are [C:1]([C:5]1[CH:10]=[CH:9][C:8]([C:11]2[CH:12]=[C:13]3[C:17](=[CH:18][CH:19]=2)[N:16]([C:20]2[CH:25]=[CH:24][C:23]([O:26][CH:27]4[CH2:31][CH2:30][CH2:29][CH2:28]4)=[CH:22][CH:21]=2)[C:15]([C:32](Cl)=[O:33])=[CH:14]3)=[CH:7][CH:6]=1)([CH3:4])([CH3:3])[CH3:2].[CH3:35][S:36]([NH2:39])(=[O:38])=[O:37]. The catalyst is CN(C1C=CN=CC=1)C.N1C=CC=CC=1. The product is [C:1]([C:5]1[CH:10]=[CH:9][C:8]([C:11]2[CH:12]=[C:13]3[C:17](=[CH:18][CH:19]=2)[N:16]([C:20]2[CH:25]=[CH:24][C:23]([O:26][CH:27]4[CH2:31][CH2:30][CH2:29][CH2:28]4)=[CH:22][CH:21]=2)[C:15]([C:32]([NH:39][S:36]([CH3:35])(=[O:38])=[O:37])=[O:33])=[CH:14]3)=[CH:7][CH:6]=1)([CH3:4])([CH3:3])[CH3:2]. The yield is 0.620. (2) The reactants are [CH2:1]([NH:3][C:4](=[O:28])[NH:5][C:6]1[N:11]=[CH:10][C:9](B(O)O)=[C:8]([C:15]2[S:16][CH:17]=[C:18]([C:20]3[CH:25]=[CH:24][CH:23]=[C:22]([O:26][CH3:27])[N:21]=3)[N:19]=2)[CH:7]=1)[CH3:2].Br[C:30]1[CH:35]=[CH:34][N:33]=[C:32]([C:36]([O:38][CH3:39])=[O:37])[CH:31]=1.C1(P(C2CCCCC2)C2C=CC=CC=2C2C(C(C)C)=CC(C(C)C)=CC=2C(C)C)CCCCC1.C([O-])([O-])=O.[Cs+].[Cs+]. The catalyst is C(OCC)(=O)C.O.[Cl-].[Na+].O.C1C=CC(/C=C/C(/C=C/C2C=CC=CC=2)=O)=CC=1.C1C=CC(/C=C/C(/C=C/C2C=CC=CC=2)=O)=CC=1.C1C=CC(/C=C/C(/C=C/C2C=CC=CC=2)=O)=CC=1.[Pd].[Pd].O1CCOCC1. The product is [CH2:1]([NH:3][C:4](=[O:28])[NH:5][C:6]1[N:11]=[CH:10][C:9]([C:30]2[CH:35]=[CH:34][N:33]=[C:32]([C:36]([O:38][CH3:39])=[O:37])[CH:31]=2)=[C:8]([C:15]2[S:16][CH:17]=[C:18]([C:20]3[CH:25]=[CH:24][CH:23]=[C:22]([O:26][CH3:27])[N:21]=3)[N:19]=2)[CH:7]=1)[CH3:2]. The yield is 0.980. (3) The reactants are [CH3:1][N:2]1[C:6]2[CH:7]=[CH:8][CH:9]=[CH:10][C:5]=2[O:4][C:3]1=[O:11].[S:12]([Cl:16])(=O)(=[O:14])[OH:13]. The product is [CH3:1][N:2]1[C:6]2[CH:7]=[CH:8][C:9]([S:12]([Cl:16])(=[O:14])=[O:13])=[CH:10][C:5]=2[O:4][C:3]1=[O:11]. The yield is 0.460. The catalyst is [Cl-].[Na+].O. (4) The reactants are [N:1]1[CH:6]=[CH:5][C:4]([C:7](=[S:9])[NH2:8])=[CH:3][CH:2]=1.Br[CH:11]([C:17](=O)[C:18]1[CH:23]=[CH:22][CH:21]=[CH:20][CH:19]=1)[C:12]([O:14][CH2:15][CH3:16])=[O:13]. The catalyst is C(O)C. The product is [C:18]1([C:17]2[N:8]=[C:7]([C:4]3[CH:5]=[CH:6][N:1]=[CH:2][CH:3]=3)[S:9][C:11]=2[C:12]([O:14][CH2:15][CH3:16])=[O:13])[CH:23]=[CH:22][CH:21]=[CH:20][CH:19]=1. The yield is 0.570. (5) The reactants are C([O-])(=O)C.[Na+].[F:6][CH:7]([C:9]1[N:10]=[C:11]([CH2:31][CH2:32][CH3:33])[N:12]([CH2:16][C:17]2[CH:22]=[CH:21][C:20]([C:23]3[C:24]([C:29]#[N:30])=[CH:25][CH:26]=[CH:27][CH:28]=3)=[CH:19][CH:18]=2)[C:13](=[O:15])[CH:14]=1)[CH3:8].[Br:34]Br. The catalyst is C(O)(=O)C. The product is [Br:34][C:14]1[C:13](=[O:15])[N:12]([CH2:16][C:17]2[CH:22]=[CH:21][C:20]([C:23]3[C:24]([C:29]#[N:30])=[CH:25][CH:26]=[CH:27][CH:28]=3)=[CH:19][CH:18]=2)[C:11]([CH2:31][CH2:32][CH3:33])=[N:10][C:9]=1[CH:7]([F:6])[CH3:8]. The yield is 0.830. (6) The reactants are [N:1]1([CH2:8][CH2:9][O:10][C:11]2[CH:37]=[CH:36][C:14]([O:15][C:16]3[C:25]4[C:20](=[CH:21][C:22]([O:26][CH3:27])=[CH:23][CH:24]=4)[CH:19]=[CH:18][C:17]=3OS(C(F)(F)F)(=O)=O)=[CH:13][CH:12]=2)[CH2:7][CH2:6][CH2:5][CH2:4][CH2:3][CH2:2]1.[F-].[Cs+].[F:40][C:41]1(B(O)O)[CH:46]=[CH:45][CH:44]=[C:43]([F:47])[CH2:42]1.C1(P(C2CCCCC2)C2CCCCC2)CCCCC1. The catalyst is C(#N)C.C([O-])(=O)C.[Pd+2].C([O-])(=O)C. The product is [F:40][C:41]1[CH:46]=[C:45]([C:17]2[CH:18]=[CH:19][C:20]3[C:25](=[CH:24][CH:23]=[C:22]([O:26][CH3:27])[CH:21]=3)[C:16]=2[O:15][C:14]2[CH:13]=[CH:12][C:11]([O:10][CH2:9][CH2:8][N:1]3[CH2:7][CH2:6][CH2:5][CH2:4][CH2:3][CH2:2]3)=[CH:37][CH:36]=2)[CH:44]=[C:43]([F:47])[CH:42]=1. The yield is 0.980. (7) The reactants are [NH2:1][C@H:2]1[CH2:7][CH2:6][C@H:5]([OH:8])[CH2:4][CH2:3]1.C(=O)([O-])[O-].[Cs+].[Cs+].[CH2:15](Br)[C:16]1[CH:21]=[CH:20][CH:19]=[CH:18][CH:17]=1. The catalyst is C(#N)C. The product is [CH2:15]([N:1]([CH2:15][C:16]1[CH:21]=[CH:20][CH:19]=[CH:18][CH:17]=1)[C@H:2]1[CH2:7][CH2:6][C@H:5]([OH:8])[CH2:4][CH2:3]1)[C:16]1[CH:21]=[CH:20][CH:19]=[CH:18][CH:17]=1. The yield is 0.850.